This data is from CYP2C9 inhibition data for predicting drug metabolism from PubChem BioAssay. The task is: Regression/Classification. Given a drug SMILES string, predict its absorption, distribution, metabolism, or excretion properties. Task type varies by dataset: regression for continuous measurements (e.g., permeability, clearance, half-life) or binary classification for categorical outcomes (e.g., BBB penetration, CYP inhibition). Dataset: cyp2c9_veith. (1) The compound is O=C(c1ccco1)N1CCC2(CCCN(Cc3ccccc3)C2)CC1. The result is 0 (non-inhibitor). (2) The compound is [Cu].[O-]/N=C1/C(=[OH+])Nc2ccccc21.[O-]Nc1c(O)[nH]c2ccccc12. The result is 0 (non-inhibitor). (3) The molecule is CCOc1cc(/C=C2/C(=O)N(c3ccccc3)N=C2C)ccc1OC(=O)c1cccs1. The result is 1 (inhibitor).